This data is from Forward reaction prediction with 1.9M reactions from USPTO patents (1976-2016). The task is: Predict the product of the given reaction. The product is: [NH2:21][C:20]1[C:15]2[C:14]([C:22]3[CH:31]=[C:30]4[C:25]([CH:26]=[CH:27][C:28]([C:32]5[CH:37]=[CH:36][CH:35]=[CH:34][CH:33]=5)=[N:29]4)=[CH:24][CH:23]=3)=[CH:13][N:12]([C@@H:9]3[CH2:8][CH2:7][C@H:6]([CH2:4][OH:3])[CH2:11][CH2:10]3)[C:16]=2[N:17]=[CH:18][N:19]=1. Given the reactants C([O:3][C:4]([C@H:6]1[CH2:11][CH2:10][C@@H:9]([N:12]2[C:16]3[N:17]=[CH:18][N:19]=[C:20]([NH2:21])[C:15]=3[C:14]([C:22]3[CH:31]=[C:30]4[C:25]([CH:26]=[CH:27][C:28]([C:32]5[CH:37]=[CH:36][CH:35]=[CH:34][CH:33]=5)=[N:29]4)=[CH:24][CH:23]=3)=[CH:13]2)[CH2:8][CH2:7]1)=O)C.[H-].[H-].[H-].[H-].[Li+].[Al+3].C([O-])(=O)C(C(C([O-])=O)O)O.[Na+].[K+], predict the reaction product.